Predict the reaction yield, written as a fraction of the theoretical maximum amount of product (1.0 means a 100% yield; for example, 0.34 means a 34% yield). From a dataset of Reaction yield outcomes from USPTO patents with 853,638 reactions. (1) The reactants are [CH3:1][O:2][C:3]1[CH:8]=[CH:7][C:6]([C:9]([NH:21][CH2:22][CH2:23][CH2:24][CH2:25][CH2:26][C:27]([N:29]2[C:40]3[C:32](=[C:33]4[C:37](=[CH:38][CH:39]=3)[NH:36][CH:35]([C:41]([N:43]3[C:54]5[C:46](=[C:47]6[C:51](=[CH:52][CH:53]=5)[NH:50][CH:49]([C:55]([N:57]5[C:68]7[C:60](=[C:61]8[C:65](=[CH:66][CH:67]=7)[NH:64][CH:63]([C:69]([O:71]C)=[O:70])[CH2:62]8)[CH:59]=[CH:58]5)=[O:56])[CH2:48]6)[CH:45]=[CH:44]3)=[O:42])[CH2:34]4)[CH:31]=[CH:30]2)=[O:28])([C:15]2[CH:20]=[CH:19][CH:18]=[CH:17][CH:16]=2)/[C:10](/[CH3:14])=[CH:11]/[CH:12]=[CH2:13])=[CH:5][CH:4]=1.CO.[Li+].[OH-].C(O)(=O)CC(CC(O)=O)(C(O)=O)O. The catalyst is C1COCC1. The product is [CH3:1][O:2][C:3]1[CH:8]=[CH:7][C:6]([C:9]([NH:21][CH2:22][CH2:23][CH2:24][CH2:25][CH2:26][C:27]([N:29]2[C:40]3[C:32](=[C:33]4[C:37](=[CH:38][CH:39]=3)[NH:36][CH:35]([C:41]([N:43]3[C:54]5[C:46](=[C:47]6[C:51](=[CH:52][CH:53]=5)[NH:50][CH:49]([C:55]([N:57]5[C:68]7[C:60](=[C:61]8[C:65](=[CH:66][CH:67]=7)[NH:64][CH:63]([C:69]([OH:71])=[O:70])[CH2:62]8)[CH:59]=[CH:58]5)=[O:56])[CH2:48]6)[CH:45]=[CH:44]3)=[O:42])[CH2:34]4)[CH:31]=[CH:30]2)=[O:28])([C:15]2[CH:20]=[CH:19][CH:18]=[CH:17][CH:16]=2)/[C:10](/[CH3:14])=[CH:11]/[CH:12]=[CH2:13])=[CH:5][CH:4]=1. The yield is 0.600. (2) The reactants are [CH3:1][O:2][C:3]([C:5]1([CH:11]([OH:13])[CH3:12])[CH2:10][O:9][CH2:8][CH2:7][O:6]1)=[O:4].[C:14]1([CH3:24])[CH:19]=[CH:18][C:17]([S:20](Cl)(=[O:22])=[O:21])=[CH:16][CH:15]=1. The catalyst is N1C=CC=CC=1. The product is [CH3:1][O:2][C:3]([C:5]1([CH:11]([O:13][S:20]([C:17]2[CH:18]=[CH:19][C:14]([CH3:24])=[CH:15][CH:16]=2)(=[O:22])=[O:21])[CH3:12])[CH2:10][O:9][CH2:8][CH2:7][O:6]1)=[O:4]. The yield is 0.630.